Dataset: Reaction yield outcomes from USPTO patents with 853,638 reactions. Task: Predict the reaction yield, written as a fraction of the theoretical maximum amount of product (1.0 means a 100% yield; for example, 0.34 means a 34% yield). (1) The reactants are [Cl:1][C:2]1[CH:7]=[CH:6][C:5]([S:8]([CH:11]([C:20]2[CH:25]=[C:24]([F:26])[CH:23]=[CH:22][C:21]=2[F:27])[C:12]2[CH:17]=[CH:16][C:15]([CH2:18]O)=[CH:14][N:13]=2)(=[O:10])=[O:9])=[CH:4][CH:3]=1.[N-:28]=[N+:29]=[N-:30].[Na+].C1(P(C2C=CC=CC=2)C2C=CC=CC=2)C=CC=CC=1.O. The catalyst is C(Cl)(Cl)(Cl)Cl.CN(C)C=O.C(OCC)(=O)C.CCCCCC. The product is [N:28]([CH2:18][C:15]1[CH:16]=[CH:17][C:12]([CH:11]([S:8]([C:5]2[CH:6]=[CH:7][C:2]([Cl:1])=[CH:3][CH:4]=2)(=[O:10])=[O:9])[C:20]2[CH:25]=[C:24]([F:26])[CH:23]=[CH:22][C:21]=2[F:27])=[N:13][CH:14]=1)=[N+:29]=[N-:30]. The yield is 0.490. (2) The reactants are [CH3:1][C:2]([C:4]1[CH:9]=[C:8]([Cl:10])[CH:7]=[C:6]([F:11])[CH:5]=1)=[O:3].[Se](=O)=[O:13]. No catalyst specified. The product is [Cl:10][C:8]1[CH:9]=[C:4]([C:2](=[O:3])[CH:1]=[O:13])[CH:5]=[C:6]([F:11])[CH:7]=1. The yield is 0.840. (3) The product is [Cl:24][C:25]1[CH:30]=[CH:29][C:28]([C:2]2[C:7]([O:8][C:9]3[C:18]4[C:13](=[CH:14][C:15]([O:21][CH3:22])=[C:16]([O:19][CH3:20])[CH:17]=4)[N:12]=[CH:11][CH:10]=3)=[CH:6][CH:5]=[C:4]([CH3:23])[N:3]=2)=[CH:27][CH:26]=1. The reactants are I[C:2]1[C:7]([O:8][C:9]2[C:18]3[C:13](=[CH:14][C:15]([O:21][CH3:22])=[C:16]([O:19][CH3:20])[CH:17]=3)[N:12]=[CH:11][CH:10]=2)=[CH:6][CH:5]=[C:4]([CH3:23])[N:3]=1.[Cl:24][C:25]1[CH:30]=[CH:29][C:28](B(O)O)=[CH:27][CH:26]=1.C(=O)([O-])O.[Na+]. The catalyst is C1(C)C=CC=CC=1. The yield is 0.910. (4) The reactants are [C:1]([O:5][C:6](=[O:35])[N:7]([CH2:24][CH2:25][CH2:26][NH:27][C:28]([O:30][C:31]([CH3:34])([CH3:33])[CH3:32])=[O:29])[CH2:8][C:9]1[CH:14]=[CH:13][C:12](B2OC(C)(C)C(C)(C)O2)=[CH:11][CH:10]=1)([CH3:4])([CH3:3])[CH3:2].I[C:37]1[C:38](=[O:50])[N:39]=[C:40]2[NH:45][C:44]3[CH:46]=[CH:47][CH:48]=[CH:49][C:43]=3[N:41]2[CH:42]=1.C(O)C.O1CCOCC1. The catalyst is C1C=CC([P]([Pd]([P](C2C=CC=CC=2)(C2C=CC=CC=2)C2C=CC=CC=2)([P](C2C=CC=CC=2)(C2C=CC=CC=2)C2C=CC=CC=2)[P](C2C=CC=CC=2)(C2C=CC=CC=2)C2C=CC=CC=2)(C2C=CC=CC=2)C2C=CC=CC=2)=CC=1.O. The product is [C:1]([O:5][C:6](=[O:35])[N:7]([CH2:24][CH2:25][CH2:26][NH:27][C:28]([O:30][C:31]([CH3:34])([CH3:33])[CH3:32])=[O:29])[CH2:8][C:9]1[CH:10]=[CH:11][C:12]([C:37]2[C:38](=[O:50])[N:39]=[C:40]3[NH:45][C:44]4[CH:46]=[CH:47][CH:48]=[CH:49][C:43]=4[N:41]3[CH:42]=2)=[CH:13][CH:14]=1)([CH3:3])([CH3:4])[CH3:2]. The yield is 0.310. (5) The reactants are [Cl:1][C:2]1[CH:7]=[CH:6][C:5]([Mg]Br)=[CH:4][C:3]=1[F:10].CON(C)[C:14]([C@H:16]1[CH2:20][CH2:19][CH2:18][N:17]1[C:21]([O:23][C:24]([CH3:27])([CH3:26])[CH3:25])=[O:22])=[O:15]. The catalyst is C1COCC1. The product is [Cl:1][C:2]1[CH:7]=[CH:6][C:5]([C:14]([C@H:16]2[CH2:20][CH2:19][CH2:18][N:17]2[C:21]([O:23][C:24]([CH3:27])([CH3:26])[CH3:25])=[O:22])=[O:15])=[CH:4][C:3]=1[F:10]. The yield is 0.610. (6) The yield is 0.750. The catalyst is C(O)CCC. The product is [CH3:1][N:2]1[CH:6]=[C:5]([C:7]2[CH:8]=[C:9]([C:13]3([C:19]#[N:20])[CH2:18][CH2:17][N:16]([C:22]4[N:30]=[CH:29][N:28]=[C:27]5[C:23]=4[N:24]=[CH:25][N:26]5[CH:31]4[CH2:36][CH2:35][CH2:34][CH2:33][O:32]4)[CH2:15][CH2:14]3)[CH:10]=[CH:11][CH:12]=2)[CH:4]=[N:3]1. The reactants are [CH3:1][N:2]1[CH:6]=[C:5]([C:7]2[CH:8]=[C:9]([C:13]3([C:19]#[N:20])[CH2:18][CH2:17][NH:16][CH2:15][CH2:14]3)[CH:10]=[CH:11][CH:12]=2)[CH:4]=[N:3]1.Cl[C:22]1[N:30]=[CH:29][N:28]=[C:27]2[C:23]=1[N:24]=[CH:25][N:26]2[CH:31]1[CH2:36][CH2:35][CH2:34][CH2:33][O:32]1.C(N(CC)CC)C. (7) The reactants are Cl[C:2]1[N:10]=[CH:9][C:8]2[N:7]([CH2:11][O:12][CH2:13][CH2:14][Si:15]([CH3:18])([CH3:17])[CH3:16])[C:6]3[N:19]=[CH:20][CH:21]=[CH:22][C:5]=3[C:4]=2[C:3]=1[F:23].[CH3:24][N:25](C=O)C. The catalyst is [C-]#N.[Zn+2].[C-]#N.C1C=CC([P]([Pd]([P](C2C=CC=CC=2)(C2C=CC=CC=2)C2C=CC=CC=2)([P](C2C=CC=CC=2)(C2C=CC=CC=2)C2C=CC=CC=2)[P](C2C=CC=CC=2)(C2C=CC=CC=2)C2C=CC=CC=2)(C2C=CC=CC=2)C2C=CC=CC=2)=CC=1. The product is [F:23][C:3]1[C:4]2[C:5]3[CH:22]=[CH:21][CH:20]=[N:19][C:6]=3[N:7]([CH2:11][O:12][CH2:13][CH2:14][Si:15]([CH3:18])([CH3:17])[CH3:16])[C:8]=2[CH:9]=[N:10][C:2]=1[C:24]#[N:25]. The yield is 0.680. (8) The reactants are [Br:1][C:2]1[C:3]([N:21]2[CH2:26][CH2:25][CH2:24][C@@H:23]([NH:27]C(=O)OC(C)(C)C)[CH2:22]2)=[C:4]2[C:10]([NH:11][C:12](=[O:20])[C:13]3[CH:18]=[CH:17][CH:16]=[C:15]([CH3:19])[CH:14]=3)=[CH:9][NH:8][C:5]2=[N:6][CH:7]=1.C(O)(C(F)(F)F)=O.C(Cl)[Cl:43]. No catalyst specified. The product is [ClH:43].[NH2:27][C@@H:23]1[CH2:24][CH2:25][CH2:26][N:21]([C:3]2[C:2]([Br:1])=[CH:7][N:6]=[C:5]3[NH:8][CH:9]=[C:10]([NH:11][C:12](=[O:20])[C:13]4[CH:18]=[CH:17][CH:16]=[C:15]([CH3:19])[CH:14]=4)[C:4]=23)[CH2:22]1. The yield is 0.874.